Dataset: Forward reaction prediction with 1.9M reactions from USPTO patents (1976-2016). Task: Predict the product of the given reaction. (1) Given the reactants [CH:1]([C:4]1[N:9]=[CH:8][N:7]=[C:6](O)[C:5]=1[CH3:11])([CH3:3])[CH3:2].P(Cl)(Cl)([Cl:14])=O, predict the reaction product. The product is: [Cl:14][C:6]1[C:5]([CH3:11])=[C:4]([CH:1]([CH3:3])[CH3:2])[N:9]=[CH:8][N:7]=1. (2) Given the reactants [Br:1][C:2]1[CH:3]=[CH:4][C:5]2[S:9][C:8](=[O:10])[NH:7][C:6]=2[CH:11]=1.C(=O)([O-])[O-].[K+].[K+].Br[CH2:19][CH2:20][O:21][CH3:22], predict the reaction product. The product is: [Br:1][C:2]1[CH:3]=[CH:4][C:5]2[S:9][C:8](=[O:10])[N:7]([CH2:19][CH2:20][O:21][CH3:22])[C:6]=2[CH:11]=1. (3) Given the reactants [CH3:1][CH:2]([CH3:36])[CH:3]([NH:8][C:9]([C:11]1[O:15][N:14]=[C:13]([C:16]2[CH:21]=[CH:20][C:19]([NH:22][C:23]([NH:25][C:26]3[CH:31]=[CH:30][C:29]([C:32]([F:35])([F:34])[F:33])=[CH:28][CH:27]=3)=[O:24])=[CH:18][CH:17]=2)[CH:12]=1)=[O:10])[C:4]([O:6]C)=[O:5].O.[OH-].[Li+].Cl, predict the reaction product. The product is: [CH3:1][CH:2]([CH3:36])[CH:3]([NH:8][C:9]([C:11]1[O:15][N:14]=[C:13]([C:16]2[CH:17]=[CH:18][C:19]([NH:22][C:23]([NH:25][C:26]3[CH:27]=[CH:28][C:29]([C:32]([F:34])([F:33])[F:35])=[CH:30][CH:31]=3)=[O:24])=[CH:20][CH:21]=2)[CH:12]=1)=[O:10])[C:4]([OH:6])=[O:5]. (4) Given the reactants [CH2:1]([O:3][C:4]([C:6]1([C:9]2[CH:14]=[CH:13][C:12]([C:15]3[CH:20]=[CH:19][CH:18]=[CH:17][CH:16]=3)=[CH:11][CH:10]=2)[CH2:8][CH2:7]1)=[O:5])[CH3:2].[C:21](Cl)(=[O:23])[CH3:22].[Cl-].[Al+3].[Cl-].[Cl-].Cl, predict the reaction product. The product is: [CH2:1]([O:3][C:4]([C:6]1([C:9]2[CH:10]=[CH:11][C:12]([C:15]3[CH:16]=[CH:17][C:18]([C:21](=[O:23])[CH3:22])=[CH:19][CH:20]=3)=[CH:13][CH:14]=2)[CH2:8][CH2:7]1)=[O:5])[CH3:2].